From a dataset of Catalyst prediction with 721,799 reactions and 888 catalyst types from USPTO. Predict which catalyst facilitates the given reaction. (1) Reactant: [C:1]([NH:4][C:5]([CH2:16][CH2:17][C:18]1[CH:23]=[CH:22][C:21]([O:24][C:25]2[CH:30]=[CH:29][C:28]([C:31]3[N:32]=[C:33]([CH2:36][CH2:37][CH3:38])[O:34][CH:35]=3)=[CH:27][CH:26]=2)=[CH:20][CH:19]=1)([C:11](OCC)=[O:12])[C:6](OCC)=[O:7])(=[O:3])[CH3:2].OP([O-])([O-])=O.[K+].[K+].[BH4-].[Na+].[OH-].[Na+]. Product: [OH:7][CH2:6][C:5]([NH:4][C:1](=[O:3])[CH3:2])([CH2:11][OH:12])[CH2:16][CH2:17][C:18]1[CH:19]=[CH:20][C:21]([O:24][C:25]2[CH:30]=[CH:29][C:28]([C:31]3[N:32]=[C:33]([CH2:36][CH2:37][CH3:38])[O:34][CH:35]=3)=[CH:27][CH:26]=2)=[CH:22][CH:23]=1. The catalyst class is: 88. (2) Reactant: [O:1]1[CH:5]=[CH:4][CH:3]=[C:2]1[C:6]1[O:7][C:8]([CH3:23])=[C:9]([CH2:11][O:12][C:13]2[CH:20]=[CH:19][C:16]([CH:17]=[O:18])=[C:15]([O:21][CH3:22])[CH:14]=2)[N:10]=1.C(O)C.[BH4-].[Na+].O. Product: [O:1]1[CH:5]=[CH:4][CH:3]=[C:2]1[C:6]1[O:7][C:8]([CH3:23])=[C:9]([CH2:11][O:12][C:13]2[CH:20]=[CH:19][C:16]([CH2:17][OH:18])=[C:15]([O:21][CH3:22])[CH:14]=2)[N:10]=1. The catalyst class is: 7. (3) Reactant: C[O:2][C:3](=[O:36])[C:4]([C:7]1[CH:12]=[C:11]([C:13]2[CH:18]=[C:17]([NH:19][CH2:20][CH2:21][C:22]3[CH:27]=[CH:26][C:25]([O:28][C:29]([F:32])([F:31])[F:30])=[CH:24][CH:23]=3)[N:16]=[C:15]([O:33][CH3:34])[N:14]=2)[CH:10]=[CH:9][C:8]=1[F:35])([CH3:6])[CH3:5].[OH-].[Na+]. Product: [F:35][C:8]1[CH:9]=[CH:10][C:11]([C:13]2[CH:18]=[C:17]([NH:19][CH2:20][CH2:21][C:22]3[CH:23]=[CH:24][C:25]([O:28][C:29]([F:32])([F:30])[F:31])=[CH:26][CH:27]=3)[N:16]=[C:15]([O:33][CH3:34])[N:14]=2)=[CH:12][C:7]=1[C:4]([CH3:6])([CH3:5])[C:3]([OH:36])=[O:2]. The catalyst class is: 799. (4) Reactant: Cl[C:2]1[C:11]([CH:12]=[O:13])=[CH:10][C:9]2[C:4](=[CH:5][CH:6]=[C:7]([O:14][CH3:15])[CH:8]=2)[N:3]=1.[CH2:16]([NH2:18])[CH3:17]. Product: [CH2:16]([NH:18][C:2]1[C:11]([CH:12]=[O:13])=[CH:10][C:9]2[C:4](=[CH:5][CH:6]=[C:7]([O:14][CH3:15])[CH:8]=2)[N:3]=1)[CH3:17]. The catalyst class is: 1.